This data is from Forward reaction prediction with 1.9M reactions from USPTO patents (1976-2016). The task is: Predict the product of the given reaction. (1) Given the reactants [S:1]1[CH:5]=[CH:4][C:3]2[C:6]([N:10]3[CH2:15][CH2:14][N:13]([CH2:16][CH2:17][CH2:18][O:19][C:20]4[C:25]([CH3:26])=[CH:24][C:23]([NH2:27])=[CH:22][C:21]=4[O:28][CH3:29])[CH2:12][CH2:11]3)=[CH:7][CH:8]=[CH:9][C:2]1=2.C(N(C(C)C)C(C)C)C.[CH2:39]([S:41]([Cl:44])(=[O:43])=[O:42])[CH3:40].[OH-].[Na+], predict the reaction product. The product is: [ClH:44].[S:1]1[CH:5]=[CH:4][C:3]2[C:6]([N:10]3[CH2:11][CH2:12][N:13]([CH2:16][CH2:17][CH2:18][O:19][C:20]4[C:25]([CH3:26])=[CH:24][C:23]([NH:27][S:41]([CH2:39][CH3:40])(=[O:43])=[O:42])=[CH:22][C:21]=4[O:28][CH3:29])[CH2:14][CH2:15]3)=[CH:7][CH:8]=[CH:9][C:2]1=2. (2) The product is: [F:1][C:2]1[CH:7]=[CH:6][CH:5]=[C:4]([NH2:8])[C:3]=1[NH:11][CH3:12]. Given the reactants [F:1][C:2]1[CH:7]=[CH:6][CH:5]=[C:4]([N+:8]([O-])=O)[C:3]=1[NH:11][CH3:12].Cl, predict the reaction product. (3) Given the reactants [Li+].C[Si]([N-][Si](C)(C)C)(C)C.[CH3:11][O:12][CH:13]1[CH2:18][CH2:17][CH2:16][CH:15]([OH:19])[CH2:14]1.F[C:21]1[CH:26]=[C:25]([F:27])[CH:24]=[CH:23][C:22]=1[N+:28]([O-:30])=[O:29], predict the reaction product. The product is: [F:27][C:25]1[CH:24]=[CH:23][C:22]([N+:28]([O-:30])=[O:29])=[C:21]([O:19][C@H:15]2[CH2:16][CH2:17][CH2:18][C@@H:13]([O:12][CH3:11])[CH2:14]2)[CH:26]=1.